Dataset: Tox21: 12 toxicity assays (nuclear receptors and stress response pathways). Task: Binary classification across 12 toxicity assays. (1) The compound is NC(=O)N(O)[C@@H]1COc2cc(OCc3ccccc3)ccc21. It tested positive (active) for: SR-ATAD5 (ATAD5 genotoxicity (DNA damage)). (2) The drug is CC1(C)O[C@@H]2C[C@H]3[C@@H]4CCC5=CC(=O)CC[C@]5(C)[C@@]4(F)[C@@H](O)C[C@]3(C)[C@]2(C(=O)CCl)O1. It tested positive (active) for: NR-AR (Androgen Receptor agonist activity).